Dataset: Reaction yield outcomes from USPTO patents with 853,638 reactions. Task: Predict the reaction yield, written as a fraction of the theoretical maximum amount of product (1.0 means a 100% yield; for example, 0.34 means a 34% yield). The reactants are [NH2:1][C:2]1[CH:7]=[CH:6][CH:5]=[CH:4][C:3]=1[S:8]([CH:11]([CH3:13])[CH3:12])(=[O:10])=[O:9].[H-].[Na+].[Cl:16][C:17]1[N:22]=[C:21](Cl)[C:20]([Cl:24])=[CH:19][N:18]=1. The catalyst is CN(C=O)C. The product is [Cl:16][C:17]1[N:22]=[C:21]([NH:1][C:2]2[CH:7]=[CH:6][CH:5]=[CH:4][C:3]=2[S:8]([CH:11]([CH3:13])[CH3:12])(=[O:10])=[O:9])[C:20]([Cl:24])=[CH:19][N:18]=1. The yield is 0.200.